Dataset: Full USPTO retrosynthesis dataset with 1.9M reactions from patents (1976-2016). Task: Predict the reactants needed to synthesize the given product. (1) Given the product [CH3:20][C:18]1[CH:17]=[CH:16][N:15]=[C:14]([NH:13][C:11]2[CH:10]=[CH:9][CH:8]=[C:7]([C:4]3[O:3][C:2]([C:21]4[CH:26]=[CH:25][CH:24]=[CH:23][CH:22]=4)=[N:6][CH:5]=3)[N:12]=2)[CH:19]=1, predict the reactants needed to synthesize it. The reactants are: I[C:2]1[O:3][C:4]([C:7]2[N:12]=[C:11]([NH:13][C:14]3[CH:19]=[C:18]([CH3:20])[CH:17]=[CH:16][N:15]=3)[CH:10]=[CH:9][CH:8]=2)=[CH:5][N:6]=1.[C:21]1(B(O)O)[CH:26]=[CH:25][CH:24]=[CH:23][CH:22]=1.C([O-])([O-])=O.[K+].[K+]. (2) Given the product [Cl:1][C:2]1[CH:3]=[C:4]([NH:17][C:18]2[C:19]3[N:26]=[C:25]([C:27]([NH:29][CH2:30][CH2:31][NH:35][CH2:33][CH2:34][S:41]([CH3:40])(=[O:43])=[O:42])=[O:28])[S:24][C:20]=3[N:21]=[CH:22][N:23]=2)[CH:5]=[CH:6][C:7]=1[O:8][CH2:9][C:10]1[CH:15]=[CH:14][CH:13]=[C:12]([F:16])[CH:11]=1, predict the reactants needed to synthesize it. The reactants are: [Cl:1][C:2]1[CH:3]=[C:4]([NH:17][C:18]2[C:19]3[N:26]=[C:25]([C:27]([NH:29][CH2:30][CH2:31]O)=[O:28])[S:24][C:20]=3[N:21]=[CH:22][N:23]=2)[CH:5]=[CH:6][C:7]=1[O:8][CH2:9][C:10]1[CH:15]=[CH:14][CH:13]=[C:12]([F:16])[CH:11]=1.[CH2:33]([N:35](CC)CC)[CH3:34].[CH3:40][S:41](Cl)(=[O:43])=[O:42]. (3) Given the product [C:26]1([C:34]2[CH:39]=[CH:38][CH:37]=[CH:36][CH:35]=2)[CH:31]=[CH:30][CH:29]=[C:28]([CH2:32][NH:33][CH2:20][C:19]2[CH:22]=[CH:23][CH:24]=[C:17]([C:15]3[O:14][N:13]=[C:12]([CH2:1][CH2:2][CH2:3][CH2:4][CH2:5][CH2:6][CH2:7][CH2:8][CH2:9][CH2:10][CH3:11])[N:16]=3)[CH:18]=2)[CH:27]=1, predict the reactants needed to synthesize it. The reactants are: [CH2:1]([C:12]1[N:16]=[C:15]([C:17]2[CH:18]=[C:19]([CH:22]=[CH:23][CH:24]=2)[CH:20]=O)[O:14][N:13]=1)[CH2:2][CH2:3][CH2:4][CH2:5][CH2:6][CH2:7][CH2:8][CH2:9][CH2:10][CH3:11].Br.[C:26]1([C:34]2[CH:39]=[CH:38][CH:37]=[CH:36][CH:35]=2)[CH:31]=[CH:30][CH:29]=[C:28]([CH2:32][NH2:33])[CH:27]=1. (4) Given the product [CH3:36][O:35][CH:25]([CH2:24][N:13]1[C:14]2[CH:15]=[C:16]3[CH2:23][CH2:22][CH2:21][CH2:20][C:17]3=[CH:18][C:19]=2[C:10]2=[N:9][NH:8][C:38]([CH3:39])=[C:11]2[C:12]1=[O:37])[CH2:26][NH:27][C:28](=[O:34])[O:29][C:30]([CH3:33])([CH3:32])[CH3:31], predict the reactants needed to synthesize it. The reactants are: C([N:8]1[C:38]([CH3:39])=[C:11]2[C:12](=[O:37])[N:13]([CH2:24][CH:25]([O:35][CH3:36])[CH2:26][NH:27][C:28](=[O:34])[O:29][C:30]([CH3:33])([CH3:32])[CH3:31])[C:14]3[CH:15]=[C:16]4[CH2:23][CH2:22][CH2:21][CH2:20][C:17]4=[CH:18][C:19]=3[C:10]2=[N:9]1)C1C=CC=CC=1. (5) Given the product [CH2:15]([NH:12][C:13]([N:8]1[C:9]2[C:5](=[CH:4][CH:3]=[C:2]([Cl:1])[CH:10]=2)[C:6]([OH:11])=[N:7]1)=[O:14])[CH2:16][CH2:17][CH2:18][CH2:19][CH3:20], predict the reactants needed to synthesize it. The reactants are: [Cl:1][C:2]1[CH:10]=[C:9]2[C:5]([C:6]([OH:11])=[N:7][NH:8]2)=[CH:4][CH:3]=1.[N:12]([CH2:15][CH2:16][CH2:17][CH2:18][CH2:19][CH3:20])=[C:13]=[O:14]. (6) Given the product [Br:11][C:12]1[CH:13]=[CH:14][C:15]([O:20][CH2:21][CH3:22])=[C:16](/[CH:17]=[CH:2]/[C:3]([C:5]2[CH:6]=[CH:7][CH:8]=[CH:9][C:10]=2[OH:23])=[O:4])[CH:19]=1, predict the reactants needed to synthesize it. The reactants are: O[CH2:2][C:3]([C:5]1[CH:10]=[CH:9][CH:8]=[CH:7][CH:6]=1)=[O:4].[Br:11][C:12]1[CH:13]=[CH:14][C:15]([O:20][CH2:21][CH3:22])=[C:16]([CH:19]=1)[CH:17]=O.[OH-:23].[K+]. (7) Given the product [F:19][CH:7]([F:6])[O:8][C:9]1[CH:14]=[CH:13][C:12]([C:15]([OH:17])=[O:21])=[C:11]([CH3:18])[CH:10]=1, predict the reactants needed to synthesize it. The reactants are: Cl[O-].[Na+].[OH-].[K+].[F:6][CH:7]([F:19])[O:8][C:9]1[CH:14]=[CH:13][C:12]([C:15](=[O:17])C)=[C:11]([CH3:18])[CH:10]=1.S(S([O-])=O)([O-])(=O)=[O:21].[Na+].[Na+].Cl. (8) Given the product [Br:1][C:2]1[CH:3]=[CH:4][CH:5]=[C:6]2[C:11]=1[NH:10][C:9](=[O:12])[C:8]([CH3:13])=[N:7]2, predict the reactants needed to synthesize it. The reactants are: [Br:1][C:2]1[CH:3]=[CH:4][CH:5]=[C:6]2[C:11]=1[NH:10][C:9](=[O:12])[C@H:8]([CH3:13])[NH:7]2.[OH-].[Na+].OO.Cl.